Task: Predict the reaction yield, written as a fraction of the theoretical maximum amount of product (1.0 means a 100% yield; for example, 0.34 means a 34% yield).. Dataset: Reaction yield outcomes from USPTO patents with 853,638 reactions (1) The reactants are Cl[C:2]1[N:7]=[C:6]([CH2:8][OH:9])[CH:5]=[CH:4][C:3]=1[CH3:10].[CH3:11][NH2:12]. No catalyst specified. The product is [CH3:10][C:3]1[CH:4]=[CH:5][C:6]([CH2:8][OH:9])=[N:7][C:2]=1[NH:12][CH3:11]. The yield is 0.477. (2) The reactants are [C:1]([O:5][CH3:6])(=[O:4])[CH2:2][SH:3].[H-].[Na+].CS(O[C:14]1[CH:19]=[CH:18][CH:17]=[C:16]([C:20]2[S:21][C:22]3[CH:30]=[CH:29][CH:28]=[CH:27][C:23]=3[C:24](=[O:26])[N:25]=2)[N:15]=1)(=O)=O.[C:31](OCC)(=O)C. The catalyst is CN(C=O)C.O. The product is [O:26]=[C:24]1[C:23]2[CH:27]=[CH:28][CH:29]=[CH:30][C:22]=2[S:21][C:20]([C:16]2[N:15]=[C:14]([CH2:31][S:3][CH2:2][C:1]([O:5][CH3:6])=[O:4])[CH:19]=[CH:18][CH:17]=2)=[N:25]1. The yield is 0.510. (3) The reactants are [F:1][C:2]([F:7])([F:6])[C:3](O)=O.[CH:8]([N:11]1[C:15]([C:16]2[N:25]=[C:24]3[N:18]([CH2:19][CH2:20][O:21][C:22]4[CH:29]=[C:28]([CH:30]5[CH2:35][CH2:34][NH:33][CH2:32][CH2:31]5)[CH:27]=[CH:26][C:23]=43)[CH:17]=2)=[N:14][CH:13]=[N:12]1)([CH3:10])[CH3:9].FC(F)(F)S(OCC(F)(F)F)(=O)=O. The product is [CH:8]([N:11]1[C:15]([C:16]2[N:25]=[C:24]3[C:23]4[CH:26]=[CH:27][C:28]([CH:30]5[CH2:35][CH2:34][N:33]([CH2:3][C:2]([F:7])([F:6])[F:1])[CH2:32][CH2:31]5)=[CH:29][C:22]=4[O:21][CH2:20][CH2:19][N:18]3[CH:17]=2)=[N:14][CH:13]=[N:12]1)([CH3:10])[CH3:9]. The catalyst is C1COCC1. The yield is 0.230. (4) The reactants are [Cl:1][C:2]1[N:7]=[CH:6][C:5]([O:8][C:9]2[CH:10]=[C:11]([NH:15]C(=O)C)[CH:12]=[CH:13][CH:14]=2)=[CH:4][C:3]=1[F:19].Cl.[OH-].[Na+]. The catalyst is C(O)C. The product is [Cl:1][C:2]1[N:7]=[CH:6][C:5]([O:8][C:9]2[CH:10]=[C:11]([NH2:15])[CH:12]=[CH:13][CH:14]=2)=[CH:4][C:3]=1[F:19]. The yield is 0.480.